From a dataset of Catalyst prediction with 721,799 reactions and 888 catalyst types from USPTO. Predict which catalyst facilitates the given reaction. (1) Reactant: [Cl:1][C:2]1[CH:7]=[CH:6][C:5]([C:8]2[C:9]([O:27][CH2:28][CH2:29][NH:30][C:31](=[O:34])[CH2:32][CH3:33])=[N:10][CH:11]=[C:12]([C:14]([N:16]3[C@H:20]([CH2:21][CH:22]([CH3:24])[CH3:23])[CH2:19][O:18]C3(C)C)=[O:15])[CH:13]=2)=[CH:4][CH:3]=1.C12(CS(O)(=O)=O)C(C)(C)C(CC1)CC2=O.O.C(=O)(O)[O-].[Na+]. Product: [Cl:1][C:2]1[CH:3]=[CH:4][C:5]([C:8]2[C:9]([O:27][CH2:28][CH2:29][NH:30][C:31](=[O:34])[CH2:32][CH3:33])=[N:10][CH:11]=[C:12]([CH:13]=2)[C:14]([NH:16][C@@H:20]([CH2:19][OH:18])[CH2:21][CH:22]([CH3:24])[CH3:23])=[O:15])=[CH:6][CH:7]=1. The catalyst class is: 5. (2) Reactant: [C:1]([O:5][C:6]([NH:8][C@@H:9]([CH2:32][CH3:33])[C:10]([NH:12][CH2:13]/[CH:14]=[CH:15]/[C:16]1[C:24]2[C:19](=[CH:20][CH:21]=[CH:22][CH:23]=2)[N:18]([C:25]([O:27][C:28]([CH3:31])([CH3:30])[CH3:29])=[O:26])[CH:17]=1)=[O:11])=[O:7])([CH3:4])([CH3:3])[CH3:2]. Product: [C:28]([O:27][C:25]([N:18]1[C:19]2[C:24](=[CH:23][CH:22]=[CH:21][CH:20]=2)[C:16]([CH2:15][CH2:14][CH2:13][NH:12][C:10](=[O:11])[C@@H:9]([NH:8][C:6]([O:5][C:1]([CH3:4])([CH3:3])[CH3:2])=[O:7])[CH2:32][CH3:33])=[CH:17]1)=[O:26])([CH3:31])([CH3:29])[CH3:30]. The catalyst class is: 63. (3) Reactant: FC(F)(F)C(O)=O.C(OC([N:15]1[CH2:20][CH2:19][CH:18]([C:21]2[O:25][N:24]=[C:23]([C:26]3[CH:31]=[CH:30][N:29]=[CH:28][CH:27]=3)[N:22]=2)[CH2:17][CH2:16]1)=O)(C)(C)C. Product: [NH:15]1[CH2:20][CH2:19][CH:18]([C:21]2[O:25][N:24]=[C:23]([C:26]3[CH:31]=[CH:30][N:29]=[CH:28][CH:27]=3)[N:22]=2)[CH2:17][CH2:16]1. The catalyst class is: 2. (4) Reactant: [Li]CCCC.CCCCCC.Br[C:13]1[CH:18]=[CH:17][CH:16]=[C:15]([C:19]([F:22])([F:21])[F:20])[C:14]=1[CH2:23][OH:24].[B:25](OC)(OC)[O:26]C. Product: [F:20][C:19]([F:22])([F:21])[C:15]1[C:14]2[CH2:23][O:24][B:25]([OH:26])[C:13]=2[CH:18]=[CH:17][CH:16]=1. The catalyst class is: 1. (5) Product: [Cl:13][C:14]1[CH:19]=[CH:18][C:17]([NH:20][C:21]([NH:1][C:2]2[N:6]([CH3:7])[CH:5]=[N:4][C:3]=2[C:8]([O:10][CH2:11][CH3:12])=[O:9])=[S:22])=[CH:16][CH:15]=1. The catalyst class is: 17. Reactant: [NH2:1][C:2]1[N:6]([CH3:7])[CH:5]=[N:4][C:3]=1[C:8]([O:10][CH2:11][CH3:12])=[O:9].[Cl:13][C:14]1[CH:19]=[CH:18][C:17]([N:20]=[C:21]=[S:22])=[CH:16][CH:15]=1. (6) Reactant: C(NC(C)C)(C)C.C([Li])CCC.[Cl:13][C:14]1[CH:15]=[C:16]([CH2:20][C:21]([OH:23])=[O:22])[CH:17]=[CH:18][CH:19]=1.[CH:24]1(Br)[CH2:28][CH2:27][CH2:26][CH2:25]1. Product: [Cl:13][C:14]1[CH:15]=[C:16]([CH:20]([CH:24]2[CH2:28][CH2:27][CH2:26][CH2:25]2)[C:21]([OH:23])=[O:22])[CH:17]=[CH:18][CH:19]=1. The catalyst class is: 7. (7) Reactant: [C:1]([CH:9]1[CH2:14][CH2:13][CH2:12][CH2:11][CH:10]1[C:15]([OH:17])=[O:16])(=[O:8])[C:2]1[CH:7]=[CH:6][CH:5]=[CH:4][CH:3]=1.[Cl:18]Cl. Product: [Cl:18][C:9]12[CH2:14][CH2:13][CH2:12][CH2:11][CH:10]1[C:15](=[O:17])[O:16][C:1]2([OH:8])[C:2]1[CH:7]=[CH:6][CH:5]=[CH:4][CH:3]=1. The catalyst class is: 159.